From a dataset of Catalyst prediction with 721,799 reactions and 888 catalyst types from USPTO. Predict which catalyst facilitates the given reaction. (1) The catalyst class is: 326. Reactant: [Cl:1][C:2]1[N:7]=[C:6]([C:8]([NH2:10])=O)[CH:5]=[CH:4][C:3]=1[O:11][CH2:12][O:13][CH3:14].CC[N+](S(N=C(OC)[O-])(=O)=O)(CC)CC. Product: [Cl:1][C:2]1[N:7]=[C:6]([C:8]#[N:10])[CH:5]=[CH:4][C:3]=1[O:11][CH2:12][O:13][CH3:14]. (2) Reactant: Cl.Cl.[NH2:3][CH2:4][C@@H:5]1[O:10][CH2:9][CH2:8][N:7]([CH2:11][C:12]2[CH:17]=[CH:16][C:15]([Cl:18])=[C:14]([Cl:19])[CH:13]=2)[CH2:6]1.C(=O)([O-])O.[Na+].[Cl:25][CH2:26][C:27](Cl)=[O:28]. Product: [Cl:19][C:14]1[CH:13]=[C:12]([CH:17]=[CH:16][C:15]=1[Cl:18])[CH2:11][N:7]1[CH2:8][CH2:9][O:10][C@@H:5]([CH2:4][NH:3][C:27](=[O:28])[CH2:26][Cl:25])[CH2:6]1. The catalyst class is: 22. (3) The catalyst class is: 602. Product: [Cl:1][C:2]1[N:11]=[C:10]([C:20]2[CH:21]=[CH:22][CH:23]=[CH:24][N:19]=2)[C:9]2[C:4](=[CH:5][CH:6]=[C:7]([C:13]3[O:14][CH:15]=[CH:16][CH:17]=3)[CH:8]=2)[N:3]=1. Reactant: [Cl:1][C:2]1[N:11]=[C:10](Cl)[C:9]2[C:4](=[CH:5][CH:6]=[C:7]([C:13]3[O:14][CH:15]=[CH:16][CH:17]=3)[CH:8]=2)[N:3]=1.[Br-].[N:19]1[CH:24]=[CH:23][CH:22]=[CH:21][C:20]=1[Zn+].[NH4+].[Cl-].[Na+].[Cl-]. (4) Reactant: Cl[C:2]1[N:11]=[C:10]2[C:5]([CH:6]=[C:7]([C:16]([O:18]CC)=[O:17])[C:8]([C:12]([F:15])([F:14])[F:13])=[N:9]2)=[CH:4][C:3]=1[F:21].[O-:22][CH2:23][CH3:24].[Na+].Cl. Product: [CH2:23]([O:22][C:2]1[N:11]=[C:10]2[C:5]([CH:6]=[C:7]([C:16]([OH:18])=[O:17])[C:8]([C:12]([F:14])([F:15])[F:13])=[N:9]2)=[CH:4][C:3]=1[F:21])[CH3:24]. The catalyst class is: 494. (5) Reactant: [F:1][C:2]1[C:7]([CH2:8][OH:9])=[C:6]([CH3:10])[C:5]([N+:11]([O-:13])=[O:12])=[CH:4][CH:3]=1.[Cr](Cl)([O-])(=O)=O.[NH+]1C=CC=CC=1.O. Product: [F:1][C:2]1[C:7]([CH:8]=[O:9])=[C:6]([CH3:10])[C:5]([N+:11]([O-:13])=[O:12])=[CH:4][CH:3]=1. The catalyst class is: 2. (6) Reactant: [NH2:1][C:2]1[CH:14]=[CH:13][C:5]2[S:6][C:7]3[CH:12]=[CH:11][CH:10]=[CH:9][C:8]=3[C:4]=2[CH:3]=1.C(N(CC)CC)C.[C:22](Cl)(=[O:27])[C:23]([CH3:26])([CH3:25])[CH3:24]. Product: [C:23]([C:22]([NH:1][C:2]1[CH:14]=[CH:13][C:5]2[S:6][C:7]3[CH:12]=[CH:11][CH:10]=[CH:9][C:8]=3[C:4]=2[CH:3]=1)=[O:27])([CH3:26])([CH3:25])[CH3:24]. The catalyst class is: 2. (7) Reactant: [CH3:1][N:2]([CH3:28])[CH2:3][CH2:4][NH:5][C:6]([C:8]1[C:21]2[C:12](=[N:13][C:14]3[C:19]([N:20]=2)=[C:18]2[CH:22]=[CH:23][CH:24]=[C:25]([C:26]#[N:27])[C:17]2=[CH:16][CH:15]=3)[CH:11]=[CH:10][CH:9]=1)=[O:7].C(=O)([O-])[O-].[K+].[K+].Cl.[NH2:36][OH:37]. Product: [CH3:1][N:2]([CH3:28])[CH2:3][CH2:4][NH:5][C:6]([C:8]1[C:21]2[C:12](=[N:13][C:14]3[C:19]([N:20]=2)=[C:18]2[CH:22]=[CH:23][CH:24]=[C:25]([C:26](=[NH:27])[NH:36][OH:37])[C:17]2=[CH:16][CH:15]=3)[CH:11]=[CH:10][CH:9]=1)=[O:7]. The catalyst class is: 8. (8) Reactant: [CH3:1][O:2][C:3](=[O:47])[NH:4][C@@H:5]1[CH:13]2[C:14](=[O:46])[CH2:15][C@H:16]([C:18]3[NH:19][C:20]([C:23]4[CH:28]=[CH:27][C:26]([C:29]5[CH:34]=[CH:33][C:32]([C:35]6[NH:36][C:37]([CH:40]7[NH:45][CH2:44][CH:43]8[C@@H:41]7[CH2:42]8)=[N:38][CH:39]=6)=[CH:31][CH:30]=5)=[CH:25][CH:24]=4)=[CH:21][N:22]=3)[CH2:17][N:11]3[C:12]2=[C:8]([CH:9]=[CH:10]3)[CH2:7][CH2:6]1.[CH3:48][O:49][C:50]([NH:52][C@H:53]([C:57]1[CH:62]=[CH:61][CH:60]=[CH:59][CH:58]=1)[C:54](O)=[O:55])=[O:51].CCN(C(C)C)C(C)C.CN(C(ON1N=NC2C=CC=NC1=2)=[N+](C)C)C.F[P-](F)(F)(F)(F)F. Product: [CH3:1][O:2][C:3](=[O:47])[NH:4][C@@H:5]1[CH:13]2[C:14](=[O:46])[CH2:15][C@H:16]([C:18]3[NH:19][C:20]([C:23]4[CH:24]=[CH:25][C:26]([C:29]5[CH:30]=[CH:31][C:32]([C:35]6[NH:36][C:37]([CH:40]7[N:45]([C:54](=[O:55])[C@H:53]([NH:52][C:50]([O:49][CH3:48])=[O:51])[C:57]8[CH:62]=[CH:61][CH:60]=[CH:59][CH:58]=8)[CH2:44][CH:43]8[C@@H:41]7[CH2:42]8)=[N:38][CH:39]=6)=[CH:33][CH:34]=5)=[CH:27][CH:28]=4)=[CH:21][N:22]=3)[CH2:17][N:11]3[C:12]2=[C:8]([CH:9]=[CH:10]3)[CH2:7][CH2:6]1. The catalyst class is: 3.